Dataset: Forward reaction prediction with 1.9M reactions from USPTO patents (1976-2016). Task: Predict the product of the given reaction. (1) Given the reactants [CH3:1][N:2]1[CH:6]=[C:5]([CH2:7][CH2:8][CH2:9]O)[CH:4]=[N:3]1.C1C=CC(P(C2C=CC=CC=2)C2C=CC=CC=2)=CC=1.C(Br)(Br)(Br)[Br:31], predict the reaction product. The product is: [Br:31][CH2:9][CH2:8][CH2:7][C:5]1[CH:4]=[N:3][N:2]([CH3:1])[CH:6]=1. (2) Given the reactants [NH:1]1[C:9]2[C:4](=[CH:5][CH:6]=[CH:7][CH:8]=2)[C:3]([CH2:10][CH2:11][CH2:12][OH:13])=[CH:2]1.[S:14](Cl)([C:17]1[CH:23]=[CH:22][C:20]([CH3:21])=[CH:19][CH:18]=1)(=[O:16])=[O:15], predict the reaction product. The product is: [CH3:21][C:20]1[CH:22]=[CH:23][C:17]([S:14]([O:13][CH2:12][CH2:11][CH2:10][C:3]2[C:4]3[C:9](=[CH:8][CH:7]=[CH:6][CH:5]=3)[NH:1][CH:2]=2)(=[O:16])=[O:15])=[CH:18][CH:19]=1. (3) Given the reactants [Cl:1][C:2]1[CH:9]=[C:8]([S:10][C:11]([F:14])([F:13])[F:12])[CH:7]=[CH:6][C:3]=1[NH:4][CH3:5].[F:15][C:16]1[CH:26]=[CH:25][CH:24]=[C:23]([F:27])[C:17]=1[C:18]([N:20]=[C:21]=[O:22])=[O:19], predict the reaction product. The product is: [Cl:1][C:2]1[CH:9]=[C:8]([S:10][C:11]([F:13])([F:14])[F:12])[CH:7]=[CH:6][C:3]=1[N:4]([CH3:5])[C:21]([NH:20][C:18](=[O:19])[C:17]1[C:16]([F:15])=[CH:26][CH:25]=[CH:24][C:23]=1[F:27])=[O:22]. (4) Given the reactants Cl.F[C:3]1[CH:8]=[C:7]([C:9]2[CH:14]=[CH:13][N:12]=[C:11]([NH:15][CH:16]3[CH2:21][CH2:20][O:19][CH2:18][CH2:17]3)[N:10]=2)[CH:6]=[CH:5][N:4]=1.C([O-])(O)=[O:23].[Na+], predict the reaction product. The product is: [O:19]1[CH2:20][CH2:21][CH:16]([NH:15][C:11]2[N:10]=[C:9]([C:7]3[CH:6]=[CH:5][NH:4][C:3](=[O:23])[CH:8]=3)[CH:14]=[CH:13][N:12]=2)[CH2:17][CH2:18]1. (5) Given the reactants [NH2:1][C@@H:2]1[CH2:6][CH2:5][N:4]([C:7]2[N:15]=[C:14]3[C:10]([N:11]=[CH:12][N:13]3[C@@H:16]3[CH2:20][C@H:19]([NH:21][C:22](=[O:25])[CH2:23][CH3:24])[C@@H:18]([OH:26])[C@H:17]3[OH:27])=[C:9]([NH:28][CH2:29][C:30]([C:39]3[CH:44]=[CH:43][C:42]([Cl:45])=[CH:41][CH:40]=3)([C:32]3[CH:37]=[CH:36][C:35]([Cl:38])=[CH:34][CH:33]=3)[OH:31])[N:8]=2)[CH2:3]1.[N:46]1[CH:51]=[CH:50][CH:49]=[C:48]([N:52]=[C:53]=[O:54])[CH:47]=1, predict the reaction product. The product is: [ClH:38].[ClH:38].[Cl:38][C:35]1[CH:36]=[CH:37][C:32]([C:30]([C:39]2[CH:44]=[CH:43][C:42]([Cl:45])=[CH:41][CH:40]=2)([OH:31])[CH2:29][NH:28][C:9]2[N:8]=[C:7]([N:4]3[CH2:5][CH2:6][C@@H:2]([NH:1][C:53]([NH:52][C:48]4[CH:47]=[N:46][CH:51]=[CH:50][CH:49]=4)=[O:54])[CH2:3]3)[N:15]=[C:14]3[C:10]=2[N:11]=[CH:12][N:13]3[C@@H:16]2[CH2:20][C@H:19]([NH:21][C:22](=[O:25])[CH2:23][CH3:24])[C@@H:18]([OH:26])[C@H:17]2[OH:27])=[CH:33][CH:34]=1. (6) Given the reactants Br[C:2]1[N:3]([C:24]2[CH:25]=[N:26][N:27]([CH2:29][CH2:30][CH3:31])[CH:28]=2)[C:4]2[C:9]([C:10]=1[S:11][C:12]1[CH:13]=[C:14]([CH:20]=[CH:21][CH:22]=1)[C:15]([O:17][CH2:18][CH3:19])=[O:16])=[CH:8][CH:7]=[C:6]([Cl:23])[CH:5]=2.[CH:32]1(B(O)O)[CH2:34][CH2:33]1.CC([O-])=O.[K+], predict the reaction product. The product is: [Cl:23][C:6]1[CH:5]=[C:4]2[C:9]([C:10]([S:11][C:12]3[CH:13]=[C:14]([CH:20]=[CH:21][CH:22]=3)[C:15]([O:17][CH2:18][CH3:19])=[O:16])=[C:2]([CH:32]3[CH2:34][CH2:33]3)[N:3]2[C:24]2[CH:25]=[N:26][N:27]([CH2:29][CH2:30][CH3:31])[CH:28]=2)=[CH:8][CH:7]=1. (7) Given the reactants [NH:1]1[CH2:6][CH2:5][O:4][CH2:3][CH2:2]1.[H-].[Na+].[Br:9][C:10]1[N:11]=[CH:12][N:13]([C:15]2[CH:20]=[CH:19][N:18]=[C:17](Cl)[N:16]=2)[CH:14]=1, predict the reaction product. The product is: [Br:9][C:10]1[N:11]=[CH:12][N:13]([C:15]2[CH:20]=[CH:19][N:18]=[C:17]([N:1]3[CH2:6][CH2:5][O:4][CH2:3][CH2:2]3)[N:16]=2)[CH:14]=1. (8) Given the reactants [OH:1][C@@H:2]1[CH2:6][CH2:5][NH:4][CH2:3]1.C(N(CC)CC)C.Cl[C:15]([O:17][CH2:18][C:19]1[CH:24]=[CH:23][CH:22]=[CH:21][CH:20]=1)=[O:16], predict the reaction product. The product is: [OH:1][C@@H:2]1[CH2:6][CH2:5][N:4]([C:15]([O:17][CH2:18][C:19]2[CH:24]=[CH:23][CH:22]=[CH:21][CH:20]=2)=[O:16])[CH2:3]1.